This data is from Full USPTO retrosynthesis dataset with 1.9M reactions from patents (1976-2016). The task is: Predict the reactants needed to synthesize the given product. (1) Given the product [NH2:1][C:2]1[N:10]=[C:9]2[CH:8]=[CH:7][C:6]([O:21][C:22]3[CH:23]=[C:24]([NH:28][C:29]([C:31]4[CH:36]=[CH:35][CH:34]=[C:33]([CH3:37])[N:32]=4)=[O:30])[CH:25]=[CH:26][CH:27]=3)=[CH:5][N:4]2[CH:3]=1, predict the reactants needed to synthesize it. The reactants are: [NH2:1][C:2](=O)[CH2:3][N:4]1[C:9](=[N:10]S(C2C=CC(C)=CC=2)(=O)=O)[CH:8]=[CH:7][C:6]([O:21][C:22]2[CH:23]=[C:24]([NH:28][C:29]([C:31]3[CH:36]=[CH:35][CH:34]=[C:33]([CH3:37])[N:32]=3)=[O:30])[CH:25]=[CH:26][CH:27]=2)=[CH:5]1.FC(F)(F)C(OC(=O)C(F)(F)F)=O. (2) Given the product [NH2:15][C@@H:14]1[CH2:13][C:12]([CH2:18][N:19]2[CH2:24][CH2:23][CH:22]([C:25]([O:27][CH2:28][CH3:29])=[O:26])[CH2:21][CH2:20]2)=[CH:11][CH2:10][C@H:9]1[C:3]1[CH:4]=[CH:5][C:6]([Cl:8])=[CH:7][C:2]=1[Cl:1], predict the reactants needed to synthesize it. The reactants are: [Cl:1][C:2]1[CH:7]=[C:6]([Cl:8])[CH:5]=[CH:4][C:3]=1[C@H:9]1[C@H:14]([N+:15]([O-])=O)[CH2:13][C:12]([CH2:18][N:19]2[CH2:24][CH2:23][CH:22]([C:25]([O:27][CH2:28][CH3:29])=[O:26])[CH2:21][CH2:20]2)=[CH:11][CH2:10]1. (3) Given the product [CH2:1]([CH:5]([CH2:11][C:12]1[CH:13]=[CH:14][C:15]([O:18][CH2:19][CH2:20][NH:21][C:22]([C:24]2[CH:25]=[CH:26][C:27]([C:30]3[CH:35]=[CH:34][CH:33]=[C:32]([C:36]([OH:38])=[O:37])[CH:31]=3)=[CH:28][CH:29]=2)=[O:23])=[CH:16][CH:17]=1)[C:6]([OH:8])=[O:7])[CH2:2][CH2:3][CH3:4], predict the reactants needed to synthesize it. The reactants are: [CH2:1]([CH:5]([CH2:11][C:12]1[CH:17]=[CH:16][C:15]([O:18][CH2:19][CH2:20][NH:21][C:22]([C:24]2[CH:29]=[CH:28][C:27]([C:30]3[CH:35]=[CH:34][CH:33]=[C:32]([C:36]([OH:38])=[O:37])[CH:31]=3)=[CH:26][CH:25]=2)=[O:23])=[CH:14][CH:13]=1)[C:6]([O:8]CC)=[O:7])[CH2:2][CH2:3][CH3:4].[OH-].[Na+]. (4) Given the product [Cl:1][C:2]1[CH:27]=[C:26]([C:28]([F:30])([F:29])[F:31])[CH:25]=[CH:24][C:3]=1[CH2:4][N:5]1[C:9](/[CH:10]=[CH:11]/[C:12]([OH:14])=[O:13])=[CH:8][C:7]([O:17][CH:18]2[CH2:19][CH2:20][O:21][CH2:22][CH2:23]2)=[N:6]1, predict the reactants needed to synthesize it. The reactants are: [Cl:1][C:2]1[CH:27]=[C:26]([C:28]([F:31])([F:30])[F:29])[CH:25]=[CH:24][C:3]=1[CH2:4][N:5]1[C:9](/[CH:10]=[CH:11]/[C:12]([O:14]CC)=[O:13])=[CH:8][C:7]([O:17][CH:18]2[CH2:23][CH2:22][O:21][CH2:20][CH2:19]2)=[N:6]1.[OH-].[Na+].O1CCCC1. (5) Given the product [NH2:1][C:4]1[N:9]=[CH:8][C:7]([N:10]2[CH2:14][CH2:13][C@@H:12]([OH:15])[CH2:11]2)=[CH:6][CH:5]=1, predict the reactants needed to synthesize it. The reactants are: [N+:1]([C:4]1[N:9]=[CH:8][C:7]([N:10]2[CH2:14][CH2:13][C@@H:12]([OH:15])[CH2:11]2)=[CH:6][CH:5]=1)([O-])=O.